Dataset: Catalyst prediction with 721,799 reactions and 888 catalyst types from USPTO. Task: Predict which catalyst facilitates the given reaction. (1) Reactant: [Br:1][C:2]1[CH:3]=[C:4]2[C:12](=[CH:13][CH:14]=1)[N:11]([C:15]([O:17][C:18]([CH3:21])([CH3:20])[CH3:19])=[O:16])[C:10]1[CH2:9][CH2:8][CH:7]([CH3:22])[CH2:6][C:5]2=1. Product: [Br:1][C:2]1[CH:14]=[CH:13][C:12]2[N:11]([C:15]([O:17][C:18]([CH3:21])([CH3:20])[CH3:19])=[O:16])[C:10]3[C:5]([C:4]=2[CH:3]=1)=[CH:6][C:7]([CH3:22])=[CH:8][CH:9]=3. The catalyst class is: 48. (2) Reactant: [C:1]([NH:9][CH2:10][C:11](=O)[CH2:12][C:13]1[CH:18]=[C:17]([Br:19])[CH:16]=[CH:15][C:14]=1[Cl:20])(=O)[C:2]1[CH:7]=[CH:6][CH:5]=[CH:4][CH:3]=1.COC1C=CC(P2(SP(C3C=CC(OC)=CC=3)(=S)S2)=[S:31])=CC=1. Product: [Br:19][C:17]1[CH:16]=[CH:15][C:14]([Cl:20])=[C:13]([CH2:12][C:11]2[S:31][C:1]([C:2]3[CH:7]=[CH:6][CH:5]=[CH:4][CH:3]=3)=[N:9][CH:10]=2)[CH:18]=1. The catalyst class is: 11.